From a dataset of Forward reaction prediction with 1.9M reactions from USPTO patents (1976-2016). Predict the product of the given reaction. (1) The product is: [CH3:7][C:18]1[CH:19]=[CH:14][C:15]([S:20]([O:5][CH2:4][C@@H:3]([O:2][CH3:1])[CH3:6])(=[O:21])=[O:22])=[CH:16][CH:17]=1. Given the reactants [CH3:1][O:2][C@@H:3]([CH3:6])[CH2:4][OH:5].[CH3:7]CN(CC)CC.[C:14]1(C)[C:15]([S:20](Cl)(=[O:22])=[O:21])=[CH:16][CH:17]=[CH:18][CH:19]=1, predict the reaction product. (2) Given the reactants [C:1]([C:4]1[CH:35]=[CH:34][C:7]([O:8][C:9]2[CH:10]=[C:11]3[C:16](=[CH:17][CH:18]=2)[N:15]=[C:14]([C:19]([N:21]2[CH2:26][CH2:25][N:24](C(OC(C)(C)C)=O)[CH2:23][CH2:22]2)=[O:20])[CH:13]=[CH:12]3)=[CH:6][CH:5]=1)(=[O:3])[CH3:2].FC(F)(F)C1C=CC(OC2C=C3C(=CC=2)N=C(C(N2CCN(C(OC(C)(C)C)=O)CC2)=O)C=C3)=NC=1, predict the reaction product. The product is: [N:21]1([C:19]([C:14]2[CH:13]=[CH:12][C:11]3[C:16](=[CH:17][CH:18]=[C:9]([O:8][C:7]4[CH:34]=[CH:35][C:4]([C:1](=[O:3])[CH3:2])=[CH:5][CH:6]=4)[CH:10]=3)[N:15]=2)=[O:20])[CH2:26][CH2:25][NH:24][CH2:23][CH2:22]1. (3) Given the reactants [N:1]1([C@@H:7]([CH2:12][N:13]([C:18]2[CH:23]=[CH:22][C:21]([O:24][C:25]3[CH:30]=[CH:29][C:28]([C:31]([F:34])([F:33])[F:32])=[CH:27][CH:26]=3)=[CH:20][CH:19]=2)[S:14]([CH3:17])(=[O:16])=[O:15])[C:8](OC)=[O:9])[CH2:6][CH2:5][O:4][CH2:3][CH2:2]1.Cl.[NH2:36][OH:37].C[O-].[Na+].FC(F)(F)C(O)=O, predict the reaction product. The product is: [N:1]1([C@@H:7]([CH2:12][N:13]([C:18]2[CH:23]=[CH:22][C:21]([O:24][C:25]3[CH:30]=[CH:29][C:28]([C:31]([F:32])([F:33])[F:34])=[CH:27][CH:26]=3)=[CH:20][CH:19]=2)[S:14]([CH3:17])(=[O:16])=[O:15])[C:8]([NH:36][OH:37])=[O:9])[CH2:6][CH2:5][O:4][CH2:3][CH2:2]1.